Dataset: Reaction yield outcomes from USPTO patents with 853,638 reactions. Task: Predict the reaction yield, written as a fraction of the theoretical maximum amount of product (1.0 means a 100% yield; for example, 0.34 means a 34% yield). (1) The reactants are Cl[C:2]1[CH:7]=[C:6]([CH:8]([S:17][C:18]2[CH:23]=[CH:22][C:21]([Cl:24])=[CH:20][CH:19]=2)[C:9]2[CH:14]=[C:13]([F:15])[CH:12]=[CH:11][C:10]=2[F:16])[C:5]([Cl:25])=[CH:4][N:3]=1.[C:26]([O:30][C:31](=[O:36])[NH:32][CH2:33][CH2:34][NH2:35])([CH3:29])([CH3:28])[CH3:27]. The catalyst is O1CCOCC1. The product is [Cl:25][C:5]1[C:6]([CH:8]([S:17][C:18]2[CH:19]=[CH:20][C:21]([Cl:24])=[CH:22][CH:23]=2)[C:9]2[CH:14]=[C:13]([F:15])[CH:12]=[CH:11][C:10]=2[F:16])=[CH:7][C:2]([NH:35][CH2:34][CH2:33][NH:32][C:31](=[O:36])[O:30][C:26]([CH3:28])([CH3:27])[CH3:29])=[N:3][CH:4]=1. The yield is 0.220. (2) The reactants are [CH3:1][O:2][C:3]1[CH:4]=[C:5]([CH:7]=[CH:8][C:9]=1[C:10]1[O:14][CH:13]=[N:12][CH:11]=1)[NH2:6].[O:15]1[CH:19]=[CH:18][C:17]([CH2:20][CH2:21][CH:22]=O)=[CH:16]1. No catalyst specified. The product is [O:15]1[CH:19]=[CH:18][C:17]([CH2:20][CH:21]=[CH:22][NH:6][C:5]2[CH:7]=[CH:8][C:9]([C:10]3[O:14][CH:13]=[N:12][CH:11]=3)=[C:3]([O:2][CH3:1])[CH:4]=2)=[CH:16]1. The yield is 0.283. (3) The catalyst is ClCCl. The product is [CH3:34][C:33]1[CH:35]=[CH:36][C:30]([S:27]([O:1][CH2:2][CH2:3][O:4][CH2:5][CH2:6][O:7][CH2:8][CH2:9][O:10][CH2:11][CH2:12][C:13]([O:15][C:16]([CH3:19])([CH3:18])[CH3:17])=[O:14])(=[O:29])=[O:28])=[CH:31][CH:32]=1. The reactants are [OH:1][CH2:2][CH2:3][O:4][CH2:5][CH2:6][O:7][CH2:8][CH2:9][O:10][CH2:11][CH2:12][C:13]([O:15][C:16]([CH3:19])([CH3:18])[CH3:17])=[O:14].C(N(CC)CC)C.[S:27](Cl)([C:30]1[CH:36]=[CH:35][C:33]([CH3:34])=[CH:32][CH:31]=1)(=[O:29])=[O:28]. The yield is 0.730.